From a dataset of Catalyst prediction with 721,799 reactions and 888 catalyst types from USPTO. Predict which catalyst facilitates the given reaction. (1) Reactant: C([O:4][C:5]1[CH:10]=[CH:9][C:8]([C:11]2[N:12]=[C:13]([CH2:38][C:39]3[CH:44]=[CH:43][CH:42]=[CH:41][CH:40]=3)[C:14]([N:17](S(CC3C=CC=CC=3)(=O)=O)[S:18]([CH2:21][C:22]3[CH:27]=[CH:26][CH:25]=[CH:24][CH:23]=3)(=[O:20])=[O:19])=[N:15][CH:16]=2)=[CH:7][CH:6]=1)(=O)C.[OH-].[Na+].Cl. Product: [CH2:38]([C:13]1[C:14]([NH:17][S:18]([CH2:21][C:22]2[CH:27]=[CH:26][CH:25]=[CH:24][CH:23]=2)(=[O:20])=[O:19])=[N:15][CH:16]=[C:11]([C:8]2[CH:9]=[CH:10][C:5]([OH:4])=[CH:6][CH:7]=2)[N:12]=1)[C:39]1[CH:40]=[CH:41][CH:42]=[CH:43][CH:44]=1. The catalyst class is: 5. (2) Reactant: [S:1]1[CH2:4][CH:3]([NH:5][C:6]([C:8]2[CH:12]=[C:11]([CH2:13][O:14][CH2:15][C:16]3[CH:21]=[CH:20][CH:19]=[CH:18][CH:17]=3)[O:10][N:9]=2)=[O:7])[CH2:2]1.ClC1C=CC=C(C(OO)=[O:30])C=1.S([O-])([O-])=O.[Na+].[Na+]. Product: [O:30]=[S:1]1[CH2:4][CH:3]([NH:5][C:6]([C:8]2[CH:12]=[C:11]([CH2:13][O:14][CH2:15][C:16]3[CH:21]=[CH:20][CH:19]=[CH:18][CH:17]=3)[O:10][N:9]=2)=[O:7])[CH2:2]1. The catalyst class is: 22. (3) Reactant: [NH2:1][C:2]1[CH:3]=[CH:4][C:5]2[S:9][C:8]([S:10][CH2:11][C:12]([N:14]3[C:23]4[C:18](=[CH:19][CH:20]=[CH:21][CH:22]=4)[CH2:17][CH2:16][CH2:15]3)=[O:13])=[N:7][C:6]=2[CH:24]=1.[CH3:25][S:26](Cl)(=[O:28])=[O:27].N1C=CC=CC=1. Product: [N:14]1([C:12](=[O:13])[CH2:11][S:10][C:8]2[S:9][C:5]3[CH:4]=[CH:3][C:2]([NH:1][S:26]([CH3:25])(=[O:28])=[O:27])=[CH:24][C:6]=3[N:7]=2)[C:23]2[C:18](=[CH:19][CH:20]=[CH:21][CH:22]=2)[CH2:17][CH2:16][CH2:15]1. The catalyst class is: 2. (4) Reactant: CO[CH:3](OC)[N:4]([CH3:6])[CH3:5].[O:9]=[C:10]1[C:15]([C:16]([NH2:18])=[O:17])=[CH:14][CH:13]=[C:12]([C:19]([F:22])([F:21])[F:20])[NH:11]1. Product: [CH3:3][N:4]([CH:6]=[N:18][C:16]([C:15]1[C:10](=[O:9])[NH:11][C:12]([C:19]([F:20])([F:22])[F:21])=[CH:13][CH:14]=1)=[O:17])[CH3:5]. The catalyst class is: 11.